From a dataset of Catalyst prediction with 721,799 reactions and 888 catalyst types from USPTO. Predict which catalyst facilitates the given reaction. (1) Reactant: I.[NH2:2][CH2:3][CH2:4][NH:5][C:6]1[C:7]([C:11]2[N:15]([CH2:16][C:17]3[O:18][CH:19]=[C:20]([Br:22])[CH:21]=3)C(=O)[O:13][N:12]=2)=[N:8][O:9][N:10]=1.[S:24](N)([NH2:27])(=[O:26])=[O:25].[OH-].[Na+].O.C(O)(=O)C. Product: [NH2:27][S:24]([NH:2][CH2:3][CH2:4][NH:5][C:6]1[C:7]([C:11](=[N:12][OH:13])[NH:15][CH2:16][C:17]2[O:18][CH:19]=[C:20]([Br:22])[CH:21]=2)=[N:8][O:9][N:10]=1)(=[O:26])=[O:25]. The catalyst class is: 17. (2) Reactant: [CH:1]1([C:4]2[N:8]([CH2:9][C:10]3[C:15]([F:16])=[CH:14][C:13]([O:17][CH2:18][CH3:19])=[CH:12][C:11]=3[F:20])[N:7]=[C:6]([C:21](OCC)=O)[C:5]=2[CH3:26])[CH2:3][CH2:2]1.Cl.Cl.[C:29](=[NH:35])([NH2:34])[CH2:30][C:31](=[NH:33])[NH2:32].C[O-].[Na+]. Product: [CH:1]1([C:4]2[N:8]([CH2:9][C:10]3[C:11]([F:20])=[CH:12][C:13]([O:17][CH2:18][CH3:19])=[CH:14][C:15]=3[F:16])[N:7]=[C:6]([C:21]3[N:34]=[C:29]([NH2:35])[CH:30]=[C:31]([NH2:33])[N:32]=3)[C:5]=2[CH3:26])[CH2:2][CH2:3]1. The catalyst class is: 5. (3) Reactant: CO[C:3]1[CH:8]=C[C:6]([CH:9]2O[CH:10]2[C:12]([C:14]2[CH:19]=[C:18]([O:20][CH3:21])[C:17]([O:22][CH3:23])=[C:16]([O:24][CH3:25])[CH:15]=2)=O)=[CH:5][CH:4]=1.B(F)(F)F.C[CH2:31][O:32]CC.Cl.[NH2:36][OH:37].N1C=CC=C[CH:39]=1. Product: [CH3:31][O:32][C:4]1[CH:3]=[CH:8][C:9]([C:10]2[C:12]([C:14]3[CH:15]=[C:16]([O:24][CH3:25])[C:17]([O:22][CH3:23])=[C:18]([O:20][CH3:21])[CH:19]=3)=[N:36][O:37][CH:39]=2)=[CH:6][CH:5]=1. The catalyst class is: 28.